Dataset: Reaction yield outcomes from USPTO patents with 853,638 reactions. Task: Predict the reaction yield, written as a fraction of the theoretical maximum amount of product (1.0 means a 100% yield; for example, 0.34 means a 34% yield). (1) No catalyst specified. The reactants are C([O:5][C:6](=[O:42])[CH2:7][O:8][C:9]1[C:14]2[CH2:15][CH2:16][CH2:17][CH2:18][CH:19]([N:20]([S:22]([C:25]3[CH:30]=[CH:29][C:28]([C:31]4[CH:36]=[C:35]([CH3:37])[CH:34]=[C:33]([C:38]([CH3:41])([CH3:40])[CH3:39])[CH:32]=4)=[CH:27][N:26]=3)(=[O:24])=[O:23])[CH3:21])[C:13]=2[CH:12]=[CH:11][CH:10]=1)(C)(C)C.[OH-].[Na+]. The yield is 0.370. The product is [C:38]([C:33]1[CH:32]=[C:31]([C:28]2[CH:29]=[CH:30][C:25]([S:22]([N:20]([CH3:21])[CH:19]3[C:13]4[CH:12]=[CH:11][CH:10]=[C:9]([O:8][CH2:7][C:6]([OH:42])=[O:5])[C:14]=4[CH2:15][CH2:16][CH2:17][CH2:18]3)(=[O:23])=[O:24])=[N:26][CH:27]=2)[CH:36]=[C:35]([CH3:37])[CH:34]=1)([CH3:41])([CH3:39])[CH3:40]. (2) The reactants are [NH2:1][C:2]1[N:7]=[CH:6][C:5]([C:8]2[C:13]([F:14])=[CH:12][C:11]([C:15]3[C:16]([SH:21])=[CH:17][CH:18]=[CH:19][CH:20]=3)=[CH:10][CH:9]=2)=[CH:4][N:3]=1.Cl[C:23]1[N:28]=[CH:27][CH:26]=[CH:25][N:24]=1.C1C=CC(P(C2C=CC=CC=2)C2C=CC=CC=2)=CC=1. The catalyst is CN(C=O)C. The product is [F:14][C:13]1[CH:12]=[C:11]([C:15]2[C:16]([S:21][C:23]3[N:28]=[CH:27][CH:26]=[CH:25][N:24]=3)=[CH:17][CH:18]=[CH:19][CH:20]=2)[CH:10]=[CH:9][C:8]=1[C:5]1[CH:6]=[N:7][C:2]([NH2:1])=[N:3][CH:4]=1. The yield is 0.450. (3) The reactants are [OH:1][CH:2]1[CH2:6][CH2:5][N:4]([C:7]([O:9][C:10]([CH3:13])([CH3:12])[CH3:11])=[O:8])[CH2:3]1.[CH3:14][S:15](Cl)(=[O:17])=[O:16]. The catalyst is C(Cl)Cl. The product is [CH3:14][S:15]([O:1][CH:2]1[CH2:6][CH2:5][N:4]([C:7]([O:9][C:10]([CH3:13])([CH3:12])[CH3:11])=[O:8])[CH2:3]1)(=[O:17])=[O:16]. The yield is 0.635. (4) The reactants are [CH3:1][C@:2]12[C@@:19]3([CH3:20])[C@@H:10]([C@:11]4([CH3:31])[C@@H:16]([CH2:17][CH2:18]3)[C:15]([CH3:22])([CH3:21])[C:14](OS(C(F)(F)F)(=O)=O)=[CH:13][CH2:12]4)[CH2:9][CH2:8][C@@H:7]1[C@H:6]1[C@H:32]([C:35]([CH3:37])=[CH2:36])[CH2:33][CH2:34][C@:5]1([C:38]([O:40][CH2:41][C:42]1[CH:47]=[CH:46][CH:45]=[CH:44][CH:43]=1)=[O:39])[CH2:4][CH2:3]2.CC(O)C.O.C(=O)([O-])[O-].[Na+].[Na+].[C:59]([O:63][C:64]([C:66]1[CH:71]=[CH:70][C:69](B(O)O)=[CH:68][CH:67]=1)=[O:65])([CH3:62])([CH3:61])[CH3:60]. The catalyst is O1CCOCC1.C1C=CC([P]([Pd]([P](C2C=CC=CC=2)(C2C=CC=CC=2)C2C=CC=CC=2)([P](C2C=CC=CC=2)(C2C=CC=CC=2)C2C=CC=CC=2)[P](C2C=CC=CC=2)(C2C=CC=CC=2)C2C=CC=CC=2)(C2C=CC=CC=2)C2C=CC=CC=2)=CC=1.O. The product is [C:59]([O:63][C:64]([C:66]1[CH:71]=[CH:70][C:69]([C:14]2[C:15]([CH3:22])([CH3:21])[C@H:16]3[C@:11]([CH3:31])([CH2:12][CH:13]=2)[C@@H:10]2[C@:19]([CH3:20])([C@@:2]4([CH3:1])[C@H:7]([CH2:8][CH2:9]2)[C@H:6]2[C@H:32]([C:35]([CH3:37])=[CH2:36])[CH2:33][CH2:34][C@:5]2([C:38]([O:40][CH2:41][C:42]2[CH:47]=[CH:46][CH:45]=[CH:44][CH:43]=2)=[O:39])[CH2:4][CH2:3]4)[CH2:18][CH2:17]3)=[CH:68][CH:67]=1)=[O:65])([CH3:62])([CH3:61])[CH3:60]. The yield is 0.770. (5) The reactants are C(OC([N:8]1[CH2:20][C@@H:19]([CH3:21])[N:18]2[C:10](=[CH:11][C:12]3[C:17]2=[N:16][C:15]([Cl:22])=[C:14]([O:23][CH2:24][CH3:25])[CH:13]=3)[CH2:9]1)=O)(C)(C)C.ClCCl. No catalyst specified. The product is [Cl:22][C:15]1[N:16]=[C:17]2[C:12](=[CH:13][C:14]=1[O:23][CH2:24][CH3:25])[CH:11]=[C:10]1[N:18]2[CH:19]([CH3:21])[CH2:20][NH:8][CH2:9]1. The yield is 0.895. (6) The reactants are [F:1][CH2:2][C@H:3]1[CH2:7][N:6]([C@@H:8]([C:10]2[CH:15]=[CH:14][CH:13]=[CH:12][CH:11]=2)[CH3:9])[C:5](=[O:16])[CH2:4]1.Cl[C:18]([O:20][CH2:21][CH3:22])=[O:19].C[Si]([N-][Si](C)(C)C)(C)C.[Li+].[Cl-].[NH4+]. The catalyst is O1CCCC1. The product is [F:1][CH2:2][C@H:3]1[CH2:7][N:6]([C@@H:8]([C:10]2[CH:15]=[CH:14][CH:13]=[CH:12][CH:11]=2)[CH3:9])[C:5](=[O:16])[C@@H:4]1[C:18]([O:20][CH2:21][CH3:22])=[O:19]. The yield is 0.770. (7) The reactants are [CH:1]1([C:4]2[CH:5]=[C:6]([NH:11][CH:12]3[CH2:17][CH2:16][N:15]([C@H:18]4[CH2:23][CH2:22][C@H:21]([O:24][CH2:25][CH2:26][CH3:27])[CH2:20][CH2:19]4)[CH2:14][CH2:13]3)[C:7]([NH2:10])=[CH:8][CH:9]=2)[CH2:3][CH2:2]1.C(N(C(C)C)CC)(C)C.[Cl:37][C:38](Cl)([O:40]C(=O)OC(Cl)(Cl)Cl)Cl. The catalyst is ClCCl. The product is [ClH:37].[CH:1]1([C:4]2[CH:9]=[CH:8][C:7]3[NH:10][C:38](=[O:40])[N:11]([CH:12]4[CH2:13][CH2:14][N:15]([C@H:18]5[CH2:23][CH2:22][C@H:21]([O:24][CH2:25][CH2:26][CH3:27])[CH2:20][CH2:19]5)[CH2:16][CH2:17]4)[C:6]=3[CH:5]=2)[CH2:2][CH2:3]1. The yield is 0.810. (8) The reactants are [Cl:1][C:2]1[CH:7]=[C:6]([C:8](Cl)=[O:9])[CH:5]=[CH:4][N:3]=1.[Cl:11][C:12]1[CH:13]=[C:14]2[C:20]3([CH2:25][CH2:24][N:23]([C:26]([O:28][C:29]([CH3:32])([CH3:31])[CH3:30])=[O:27])[CH2:22][CH2:21]3)[CH2:19][NH:18][C:15]2=[CH:16][CH:17]=1.C(N(CC)CC)C. The catalyst is ClCCl. The product is [Cl:11][C:12]1[CH:13]=[C:14]2[C:20]3([CH2:21][CH2:22][N:23]([C:26]([O:28][C:29]([CH3:32])([CH3:31])[CH3:30])=[O:27])[CH2:24][CH2:25]3)[CH2:19][N:18]([C:8]([C:6]3[CH:5]=[CH:4][N:3]=[C:2]([Cl:1])[CH:7]=3)=[O:9])[C:15]2=[CH:16][CH:17]=1. The yield is 0.780.